Dataset: Peptide-MHC class I binding affinity with 185,985 pairs from IEDB/IMGT. Task: Regression. Given a peptide amino acid sequence and an MHC pseudo amino acid sequence, predict their binding affinity value. This is MHC class I binding data. (1) The peptide sequence is YVFPVIFSK. The MHC is HLA-A31:01 with pseudo-sequence HLA-A31:01. The binding affinity (normalized) is 0.479. (2) The peptide sequence is VPNLQSLTNL. The MHC is Patr-A0701 with pseudo-sequence Patr-A0701. The binding affinity (normalized) is 0.0561. (3) The peptide sequence is WVSLKKTNDK. The MHC is HLA-A33:01 with pseudo-sequence HLA-A33:01. The binding affinity (normalized) is 0. (4) The peptide sequence is KYCWNLLQY. The MHC is HLA-B18:01 with pseudo-sequence HLA-B18:01. The binding affinity (normalized) is 0.319. (5) The peptide sequence is IMFAPTLWAR. The MHC is Patr-A0101 with pseudo-sequence Patr-A0101. The binding affinity (normalized) is 0.839.